From a dataset of Forward reaction prediction with 1.9M reactions from USPTO patents (1976-2016). Predict the product of the given reaction. (1) Given the reactants [CH3:1][O:2][CH2:3][C@@:4]12[CH2:16][CH2:15][CH2:14][N:5]1[C@@H](C(Cl)(Cl)Cl)[O:7][C:8]2=O.[NH3:17], predict the reaction product. The product is: [CH3:1][O:2][CH2:3][C@@:4]1([C:8]([NH2:17])=[O:7])[CH2:16][CH2:15][CH2:14][NH:5]1. (2) Given the reactants [BrH:1].[NH2:2][CH:3]([C:8]1[O:9][CH:10]=[CH:11][CH:12]=1)[C:4]([O:6][CH3:7])=[O:5].C([O-])(=O)C.[Na+].[Br:18]Br, predict the reaction product. The product is: [Br:1][C:12]1[CH:11]=[C:10]([Br:18])[N:2]=[C:3]([C:4]([O:6][CH3:7])=[O:5])[C:8]=1[OH:9].